From a dataset of Full USPTO retrosynthesis dataset with 1.9M reactions from patents (1976-2016). Predict the reactants needed to synthesize the given product. The reactants are: [OH:1][CH2:2][CH2:3][O:4][CH2:5][CH2:6][O:7][CH2:8][CH2:9][O:10][CH2:11][CH2:12][CH2:13][CH2:14][CH2:15][CH2:16][CH2:17][CH2:18][CH2:19][CH2:20][CH2:21][S:22]C(=O)C.Cl. Given the product [SH:22][CH2:21][CH2:20][CH2:19][CH2:18][CH2:17][CH2:16][CH2:15][CH2:14][CH2:13][CH2:12][CH2:11][O:10][CH2:9][CH2:8][O:7][CH2:6][CH2:5][O:4][CH2:3][CH2:2][OH:1], predict the reactants needed to synthesize it.